Dataset: Peptide-MHC class I binding affinity with 185,985 pairs from IEDB/IMGT. Task: Regression. Given a peptide amino acid sequence and an MHC pseudo amino acid sequence, predict their binding affinity value. This is MHC class I binding data. The peptide sequence is EVADRVIFM. The MHC is HLA-A29:02 with pseudo-sequence HLA-A29:02. The binding affinity (normalized) is 0.0847.